Dataset: Full USPTO retrosynthesis dataset with 1.9M reactions from patents (1976-2016). Task: Predict the reactants needed to synthesize the given product. (1) The reactants are: [C:1]([N:4]1[CH2:9][CH2:8][CH:7]([C:10]([N:12]2[CH2:17][CH2:16][C@@H:15]([NH:18][CH3:19])[C@H:14]([C:20]3[CH:25]=[CH:24][C:23]([Cl:26])=[C:22]([Cl:27])[CH:21]=3)[CH2:13]2)=[O:11])[CH2:6][CH2:5]1)(=[O:3])[CH3:2].[C:28]1([C:34]2[O:38][N:37]=[C:36]([C:39]([OH:41])=O)[CH:35]=2)[CH:33]=[CH:32][CH:31]=[CH:30][CH:29]=1. Given the product [C:1]([N:4]1[CH2:5][CH2:6][CH:7]([C:10]([N:12]2[CH2:17][CH2:16][C@@H:15]([N:18]([CH3:19])[C:39]([C:36]3[CH:35]=[C:34]([C:28]4[CH:29]=[CH:30][CH:31]=[CH:32][CH:33]=4)[O:38][N:37]=3)=[O:41])[C@H:14]([C:20]3[CH:25]=[CH:24][C:23]([Cl:26])=[C:22]([Cl:27])[CH:21]=3)[CH2:13]2)=[O:11])[CH2:8][CH2:9]1)(=[O:3])[CH3:2], predict the reactants needed to synthesize it. (2) The reactants are: Br[C:2]1[CH:3]=[C:4]2[C@@:15]3([CH2:19][O:18][C:17]([NH2:20])=[N:16]3)[C:14]3[CH:13]=[C:12](Cl)[N:11]=[C:10]([F:22])[C:9]=3[O:8][C:5]2=[CH:6][CH:7]=1.[F:23][C:24]1[C:29](B(O)O)=[CH:28][CH:27]=[CH:26][N:25]=1.Cl.[F:34][C:35]1([F:41])[CH2:40][CH2:39][NH:38][CH2:37]C1. Given the product [F:41][C:35]1([F:34])[CH2:37][N:38]([C:12]2[N:11]=[C:10]([F:22])[C:9]3[O:8][C:5]4[C:4]([C@@:15]5([CH2:19][O:18][C:17]([NH2:20])=[N:16]5)[C:14]=3[CH:13]=2)=[CH:3][C:2]([C:29]2[C:24]([F:23])=[N:25][CH:26]=[CH:27][CH:28]=2)=[CH:7][CH:6]=4)[CH2:39][CH2:40]1, predict the reactants needed to synthesize it. (3) Given the product [CH:25]([NH:17][CH2:16][CH:15]([C:18]1[CH:23]=[CH:22][CH:21]=[CH:20][CH:19]=1)[NH:14][C:8]1[C:7]2[C:12](=[C:3]([O:2][CH3:1])[CH:4]=[CH:5][CH:6]=2)[N:11]=[C:10]([CH3:13])[CH:9]=1)([CH3:27])[CH3:24], predict the reactants needed to synthesize it. The reactants are: [CH3:1][O:2][C:3]1[CH:4]=[CH:5][CH:6]=[C:7]2[C:12]=1[N:11]=[C:10]([CH3:13])[CH:9]=[C:8]2[NH:14][CH:15]([C:18]1[CH:23]=[CH:22][CH:21]=[CH:20][CH:19]=1)[CH2:16][NH2:17].[CH3:24][C:25]([CH3:27])=O.